Dataset: Full USPTO retrosynthesis dataset with 1.9M reactions from patents (1976-2016). Task: Predict the reactants needed to synthesize the given product. (1) Given the product [C:1]([O:5][C:6]([N:8]1[CH2:13][CH2:12][CH2:11][CH2:10][CH:9]1/[CH:14]=[CH:15]/[C:16]([OH:18])=[O:17])=[O:7])([CH3:4])([CH3:2])[CH3:3], predict the reactants needed to synthesize it. The reactants are: [C:1]([O:5][C:6]([N:8]1[CH2:13][CH2:12][CH2:11][CH2:10][CH:9]1/[CH:14]=[CH:15]/[C:16]([O:18]CC)=[O:17])=[O:7])([CH3:4])([CH3:3])[CH3:2].[OH-].[Na+]. (2) The reactants are: I[C:2]1[CH:7]=[CH:6][C:5]([O:8][CH2:9][CH2:10][CH2:11][N:12]2[CH2:17][CH2:16][CH2:15][CH2:14][CH2:13]2)=[CH:4][CH:3]=1.[CH3:18][C@H:19]1[NH:24][CH2:23][CH2:22][N:21]([C:25]([O:27][C:28]([CH3:31])([CH3:30])[CH3:29])=[O:26])[CH2:20]1. Given the product [CH3:18][C@H:19]1[N:24]([C:2]2[CH:7]=[CH:6][C:5]([O:8][CH2:9][CH2:10][CH2:11][N:12]3[CH2:17][CH2:16][CH2:15][CH2:14][CH2:13]3)=[CH:4][CH:3]=2)[CH2:23][CH2:22][N:21]([C:25]([O:27][C:28]([CH3:29])([CH3:31])[CH3:30])=[O:26])[CH2:20]1, predict the reactants needed to synthesize it. (3) Given the product [Cl:11][C:12]1[CH:19]=[CH:18][C:15]([CH2:16][N:6]2[C:5]3[CH:7]=[CH:8][CH:9]=[CH:10][C:4]=3[N:3]=[C:2]2[NH:29][CH2:28][C:27]2[CH:30]=[CH:31][C:32]([F:33])=[C:25]([F:24])[CH:26]=2)=[CH:14][C:13]=1[C:20]([F:23])([F:22])[F:21], predict the reactants needed to synthesize it. The reactants are: Cl[C:2]1[NH:3][C:4]2[CH:10]=[CH:9][CH:8]=[CH:7][C:5]=2[N:6]=1.[Cl:11][C:12]1[CH:19]=[CH:18][C:15]([CH2:16]Br)=[CH:14][C:13]=1[C:20]([F:23])([F:22])[F:21].[F:24][C:25]1[CH:26]=[C:27]([CH:30]=[CH:31][C:32]=1[F:33])[CH2:28][NH2:29]. (4) The reactants are: Br[C:2]1[CH:3]=[C:4]([CH:20]=[CH:21][CH:22]=1)[CH2:5][NH:6][C:7]([CH2:18][CH3:19])([CH2:16][CH3:17])[C:8]([O:10][CH:11]1[CH2:15][CH2:14][CH2:13][CH2:12]1)=[O:9].[B:23]1([B:23]2[O:27][C:26]([CH3:29])([CH3:28])[C:25]([CH3:31])([CH3:30])[O:24]2)[O:27][C:26]([CH3:29])([CH3:28])[C:25]([CH3:31])([CH3:30])[O:24]1.C([O-])(=O)C.[K+]. Given the product [CH2:16]([C:7]([NH:6][CH2:5][C:4]1[CH:20]=[CH:21][CH:22]=[C:2]([B:23]2[O:27][C:26]([CH3:29])([CH3:28])[C:25]([CH3:31])([CH3:30])[O:24]2)[CH:3]=1)([CH2:18][CH3:19])[C:8]([O:10][CH:11]1[CH2:15][CH2:14][CH2:13][CH2:12]1)=[O:9])[CH3:17], predict the reactants needed to synthesize it. (5) Given the product [Cl:35][C:29]1[C:28]2[C:32](=[CH:33][CH:34]=[C:26]([NH:25][C:21]([C:13]3[CH:12]([C:3]4[CH:4]=[CH:5][C:6]([C:8]([F:9])([F:10])[F:11])=[CH:7][C:2]=4[F:1])[CH2:17][C:16](=[O:18])[N:15]([CH3:19])[C:14]=3[CH3:20])=[O:23])[CH:27]=2)[NH:31][N:30]=1, predict the reactants needed to synthesize it. The reactants are: [F:1][C:2]1[CH:7]=[C:6]([C:8]([F:11])([F:10])[F:9])[CH:5]=[CH:4][C:3]=1[CH:12]1[CH2:17][C:16](=[O:18])[N:15]([CH3:19])[C:14]([CH3:20])=[C:13]1[C:21]([O:23]C)=O.[NH2:25][C:26]1[CH:27]=[C:28]2[C:32](=[CH:33][CH:34]=1)[NH:31][N:30]=[C:29]2[Cl:35].C(Cl)CCl.CCN(CC)CC. (6) Given the product [OH:27][CH:28]1[CH2:21][CH2:20][N:19]([C:16]2[CH:15]=[CH:14][C:13]3[NH:12][CH:11]=[C:10]4[C:25](=[O:26])[N:7]([C:1]5[CH:6]=[CH:5][CH:4]=[CH:3][CH:2]=5)[N:8]=[C:9]4[C:18]=3[N:17]=2)[CH2:24][CH2:23]1, predict the reactants needed to synthesize it. The reactants are: [C:1]1([N:7]2[C:25](=[O:26])[C:10]3=[CH:11][NH:12][C:13]4[CH:14]=[CH:15][C:16]([N:19]5[CH2:24][CH2:23]N[CH2:21][CH2:20]5)=[N:17][C:18]=4[C:9]3=[N:8]2)[CH:6]=[CH:5][CH:4]=[CH:3][CH:2]=1.[OH:27][CH:28]1CCNCC1.